From a dataset of Full USPTO retrosynthesis dataset with 1.9M reactions from patents (1976-2016). Predict the reactants needed to synthesize the given product. (1) Given the product [CH2:1]([O:8][C:9]([N:11]([CH2:15][CH2:16][CH:17]1[C:25]2[C:20](=[CH:21][CH:22]=[CH:23][CH:24]=2)[NH:19][C:18]1=[O:26])[CH2:12][CH2:13][O:14][S:35]([CH3:34])(=[O:37])=[O:36])=[O:10])[C:2]1[CH:7]=[CH:6][CH:5]=[CH:4][CH:3]=1, predict the reactants needed to synthesize it. The reactants are: [CH2:1]([O:8][C:9]([N:11]([CH2:15][CH2:16][CH:17]1[C:25]2[C:20](=[CH:21][CH:22]=[CH:23][CH:24]=2)[NH:19][C:18]1=[O:26])[CH2:12][CH2:13][OH:14])=[O:10])[C:2]1[CH:7]=[CH:6][CH:5]=[CH:4][CH:3]=1.C(N(CC)CC)C.[CH3:34][S:35](Cl)(=[O:37])=[O:36].O. (2) Given the product [C:19]([O:23][C:24](=[O:27])[CH2:25][N:26]1[C:2](=[O:3])[CH:7]=[CH:6][C:5]([C:8]([O:10][CH2:11][C:12]2[CH:17]=[CH:16][CH:15]=[CH:14][CH:13]=2)=[O:9])=[CH:4]1)([CH3:22])([CH3:21])[CH3:20], predict the reactants needed to synthesize it. The reactants are: O=[C:2]1[CH:7]=[CH:6][C:5]([C:8]([O:10][CH2:11][C:12]2[CH:17]=[CH:16][CH:15]=[CH:14][CH:13]=2)=[O:9])=[CH:4][O:3]1.Cl.[C:19]([O:23][C:24](=[O:27])[CH2:25][NH2:26])([CH3:22])([CH3:21])[CH3:20]. (3) Given the product [CH3:4][C:2]([C:5]([C:7]1[CH:12]=[C:11]([CH2:13][OH:14])[CH:10]=[CH:9][C:8]=1[C:17]1[CH:22]=[C:21]([O:23][CH3:24])[CH:20]=[CH:19][C:18]=1[F:25])=[CH2:6])([CH3:1])[CH3:3], predict the reactants needed to synthesize it. The reactants are: [CH3:1][C:2]([C:5]([C:7]1[CH:12]=[C:11]([C:13](OC)=[O:14])[CH:10]=[CH:9][C:8]=1[C:17]1[CH:22]=[C:21]([O:23][CH3:24])[CH:20]=[CH:19][C:18]=1[F:25])=[CH2:6])([CH3:4])[CH3:3].[H-].[H-].[H-].[H-].[Li+].[Al+3].[OH-].[Na+]. (4) The reactants are: Cl[C:2]1[N:7]=[C:6]2[N:8]([CH:12]3[CH2:17][CH2:16][CH2:15][CH2:14][O:13]3)[N:9]=[C:10]([CH3:11])[C:5]2=[C:4]([NH:18][C:19]2[CH:28]=[CH:27][CH:26]=[CH:25][C:20]=2[C:21]([NH:23][CH3:24])=[O:22])[N:3]=1.[CH3:29][O:30][C:31]1[CH:37]=[CH:36][C:35]([N+:38]([O-:40])=[O:39])=[CH:34][C:32]=1[NH2:33].CC(C1C=C(C(C)C)C(C2C=CC=CC=2P(C2CCCCC2)C2CCCCC2)=C(C(C)C)C=1)C.C([O-])([O-])=O.[K+].[K+]. Given the product [CH3:29][O:30][C:31]1[CH:37]=[CH:36][C:35]([N+:38]([O-:40])=[O:39])=[CH:34][C:32]=1[NH:33][C:2]1[N:7]=[C:6]2[N:8]([CH:12]3[CH2:17][CH2:16][CH2:15][CH2:14][O:13]3)[N:9]=[C:10]([CH3:11])[C:5]2=[C:4]([NH:18][C:19]2[CH:28]=[CH:27][CH:26]=[CH:25][C:20]=2[C:21]([NH:23][CH3:24])=[O:22])[N:3]=1, predict the reactants needed to synthesize it. (5) Given the product [Cl:1][C:2]1[N:10]=[C:9]2[C:5]([N:6]([CH2:28][O:27][CH2:26][CH2:25][Si:24]([CH3:31])([CH3:30])[CH3:23])[C:7]([CH:11]3[CH2:15][CH2:14][CH2:13][CH2:12]3)=[N:8]2)=[C:4]([Cl:16])[N:3]=1, predict the reactants needed to synthesize it. The reactants are: [Cl:1][C:2]1[N:10]=[C:9]2[C:5]([NH:6][C:7]([CH:11]3[CH2:15][CH2:14][CH2:13][CH2:12]3)=[N:8]2)=[C:4]([Cl:16])[N:3]=1.C(=O)([O-])[O-].[K+].[K+].[CH3:23][Si:24]([CH3:31])([CH3:30])[CH2:25][CH2:26][O:27][CH2:28]Cl. (6) Given the product [NH2:1][C:2]1[CH:11]=[CH:10][C:9]([C:12]([C:14]2[N:22]3[C:17]([CH:18]=[CH:19][C:20]([OH:23])=[CH:21]3)=[C:16]([O:31][CH3:32])[C:15]=2[CH3:33])=[O:13])=[CH:8][C:3]=1[C:4]([O:6][CH3:7])=[O:5], predict the reactants needed to synthesize it. The reactants are: [NH2:1][C:2]1[CH:11]=[CH:10][C:9]([C:12]([C:14]2[N:22]3[C:17]([CH:18]=[CH:19][C:20]([O:23]CC4C=CC=CC=4)=[CH:21]3)=[C:16]([O:31][CH3:32])[C:15]=2[CH3:33])=[O:13])=[CH:8][C:3]=1[C:4]([O:6][CH3:7])=[O:5].C([O-])=O.[NH4+].C(OC(C)C)(C)C. (7) Given the product [C:18]1([CH3:21])[CH:19]=[CH:20][C:15]([C:13]#[C:14][C:2]2[CH:7]=[CH:6][C:5]([NH:8][S:9]([CH3:12])(=[O:11])=[O:10])=[CH:4][CH:3]=2)=[CH:16][CH:17]=1, predict the reactants needed to synthesize it. The reactants are: I[C:2]1[CH:7]=[CH:6][C:5]([NH:8][S:9]([CH3:12])(=[O:11])=[O:10])=[CH:4][CH:3]=1.[C:13]([C:15]1[CH:20]=[CH:19][C:18]([CH3:21])=[CH:17][CH:16]=1)#[CH:14].